This data is from Peptide-MHC class I binding affinity with 185,985 pairs from IEDB/IMGT. The task is: Regression. Given a peptide amino acid sequence and an MHC pseudo amino acid sequence, predict their binding affinity value. This is MHC class I binding data. The peptide sequence is ADSLDFTQV. The MHC is HLA-B44:03 with pseudo-sequence HLA-B44:03. The binding affinity (normalized) is 0.0374.